Dataset: Aqueous solubility values for 9,982 compounds from the AqSolDB database. Task: Regression/Classification. Given a drug SMILES string, predict its absorption, distribution, metabolism, or excretion properties. Task type varies by dataset: regression for continuous measurements (e.g., permeability, clearance, half-life) or binary classification for categorical outcomes (e.g., BBB penetration, CYP inhibition). For this dataset (solubility_aqsoldb), we predict Y. (1) The molecule is ClC(Cl)C(Cl)Cl. The Y is -1.75 log mol/L. (2) The compound is COc1nsc(N)n1. The Y is -1.24 log mol/L. (3) The molecule is NC(Cc1c[nH]c2ccccc12)C(=O)O. The Y is -1.77 log mol/L. (4) The drug is O=C1C(Cl)=C(NC(=O)C(Cl)Cl)C(=O)c2ccccc21. The Y is -5.03 log mol/L. (5) The compound is c1ccc(C2CCCCC2)cc1. The Y is -4.34 log mol/L. (6) The drug is CCSC(=S)N[C@@H](C)C(=O)O. The Y is -0.961 log mol/L. (7) The molecule is CCNc1nc(NC(C)CC)nc(OC)n1. The Y is -2.58 log mol/L. (8) The compound is Nc1ccc(/C=C/c2ccc(N)cc2S(=O)(=O)O)c(S(=O)(=O)O)c1. The Y is -4.06 log mol/L.